Dataset: Catalyst prediction with 721,799 reactions and 888 catalyst types from USPTO. Task: Predict which catalyst facilitates the given reaction. (1) Reactant: [CH2:1]([C:3]1[CH:8]=[CH:7][C:6]([C:9]2[N:14]=[C:13]([NH:15][CH2:16][CH2:17][CH2:18][OH:19])[C:12]([C:20]([F:23])([F:22])[F:21])=[CH:11][CH:10]=2)=[CH:5][CH:4]=1)[CH3:2].[CH2:24]([O:26][C:27](=[O:39])[CH2:28][C@H:29]1[C:37]2[C:32](=[CH:33][C:34](O)=[CH:35][CH:36]=2)[CH2:31][CH2:30]1)[CH3:25].C1C=CC(P(C2C=CC=CC=2)C2C=CC=CC=2)=CC=1.C1CCN(C(N=NC(N2CCCCC2)=O)=O)CC1. Product: [CH2:1]([C:3]1[CH:4]=[CH:5][C:6]([C:9]2[N:14]=[C:13]([NH:15][CH2:16][CH2:17][CH2:18][O:19][C:34]3[CH:33]=[C:32]4[C:37](=[CH:36][CH:35]=3)[C@H:29]([CH2:28][C:27]([O:26][CH2:24][CH3:25])=[O:39])[CH2:30][CH2:31]4)[C:12]([C:20]([F:21])([F:23])[F:22])=[CH:11][CH:10]=2)=[CH:7][CH:8]=1)[CH3:2]. The catalyst class is: 1. (2) Reactant: Cl.[CH:2]12[O:10][CH:6]([CH2:7][NH:8][CH2:9]1)[CH2:5][N:4]([C:11]([O:13][C:14]([CH3:17])([CH3:16])[CH3:15])=[O:12])[CH2:3]2.C([O-])([O-])=O.[K+].[K+].Cl[CH2:25][C:26](=[O:31])[C:27]([CH3:30])([CH3:29])[CH3:28]. Product: [CH3:28][C:27]([CH3:30])([CH3:29])[C:26](=[O:31])[CH2:25][N:8]1[CH2:7][CH:6]2[O:10][CH:2]([CH2:3][N:4]([C:11]([O:13][C:14]([CH3:17])([CH3:16])[CH3:15])=[O:12])[CH2:5]2)[CH2:9]1. The catalyst class is: 23. (3) Reactant: [N:1]1[CH:6]=[CH:5][CH:4]=[C:3]([CH:7]=[O:8])[CH:2]=1.[OH-].[K+].[N+:11]([CH2:13][C:14]([N:16]1[CH2:21][CH2:20][O:19][CH2:18][CH2:17]1)=[O:15])#[C-:12]. Product: [N:1]1[CH:6]=[CH:5][CH:4]=[C:3]([C@@H:7]2[O:8][CH:12]=[N:11][C@H:13]2[C:14]([N:16]2[CH2:17][CH2:18][O:19][CH2:20][CH2:21]2)=[O:15])[CH:2]=1. The catalyst class is: 5. (4) Reactant: [O:1]1[CH:5]=[CH:4][CH:3]=[C:2]1[CH2:6][N:7]([CH2:22][C:23]1[CH:28]=[CH:27][C:26]([S:29][C:30]([CH3:39])([CH3:38])[C:31]([O:33]C(C)(C)C)=[O:32])=[CH:25][CH:24]=1)[C:8]1[CH:13]=[C:12]([CH2:14][C:15]2[CH:20]=[CH:19][C:18]([CH3:21])=[CH:17][CH:16]=2)[N:11]=[CH:10][N:9]=1.[ClH:40]. Product: [ClH:40].[O:1]1[CH:5]=[CH:4][CH:3]=[C:2]1[CH2:6][N:7]([CH2:22][C:23]1[CH:24]=[CH:25][C:26]([S:29][C:30]([CH3:39])([CH3:38])[C:31]([OH:33])=[O:32])=[CH:27][CH:28]=1)[C:8]1[CH:13]=[C:12]([CH2:14][C:15]2[CH:16]=[CH:17][C:18]([CH3:21])=[CH:19][CH:20]=2)[N:11]=[CH:10][N:9]=1. The catalyst class is: 12. (5) Reactant: [NH2:1][C:2]1[N:10]=[C:9]2[C:5]([N:6]=[CH:7][N:8]2[C@@H:11]2[O:23][C@H:22]([CH2:24][O:25][C:26](=[O:28])[CH3:27])[C@@H:17]([O:18][C:19](=[O:21])[CH3:20])[C@H:12]2[O:13][C:14](=[O:16])[CH3:15])=[C:4](Cl)[N:3]=1.Cl.[CH3:31][NH:32][CH3:33].C(N(C(C)C)CC)(C)C.O. Product: [NH2:1][C:2]1[N:10]=[C:9]2[C:5]([N:6]=[CH:7][N:8]2[C@@H:11]2[O:23][C@H:22]([CH2:24][O:25][C:26](=[O:28])[CH3:27])[C@@H:17]([O:18][C:19](=[O:21])[CH3:20])[C@H:12]2[O:13][C:14](=[O:16])[CH3:15])=[C:4]([N:32]([CH3:33])[CH3:31])[N:3]=1. The catalyst class is: 17. (6) Reactant: [CH3:1][C:2]1[N:7]=[C:6]([SH:8])[N:5]=[C:4]([OH:9])[CH:3]=1.C(N(CC)CC)C.Br[CH2:18][C:19]1[CH:24]=[CH:23][N:22]=[CH:21][C:20]=1[F:25]. Product: [F:25][C:20]1[CH:21]=[N:22][CH:23]=[CH:24][C:19]=1[CH2:18][S:8][C:6]1[N:5]=[C:4]([OH:9])[CH:3]=[C:2]([CH3:1])[N:7]=1. The catalyst class is: 8. (7) Reactant: [C:1]([C:5]1[CH:6]=[C:7]2[C:12](=[C:13]([F:15])[CH:14]=1)[C:11](=[O:16])[N:10]([C:17]1[C:18]([CH2:31][OH:32])=[C:19]([N:23]3[CH:27]=[C:26]([C:28]#[N:29])[C:25](I)=[N:24]3)[CH:20]=[CH:21][CH:22]=1)[N:9]=[CH:8]2)([CH3:4])([CH3:3])[CH3:2].[Cl:33][C:34]1[CH:35]=[CH:36][C:37]([NH2:40])=[N:38][CH:39]=1.CC1(C)C2C(=C(P(C3C=CC=CC=3)C3C=CC=CC=3)C=CC=2)OC2C(P(C3C=CC=CC=3)C3C=CC=CC=3)=CC=CC1=2.C(=O)([O-])[O-].[Cs+].[Cs+]. Product: [C:1]([C:5]1[CH:6]=[C:7]2[C:12](=[C:13]([F:15])[CH:14]=1)[C:11](=[O:16])[N:10]([C:17]1[C:18]([CH2:31][OH:32])=[C:19]([N:23]3[CH:27]=[C:26]([C:28]#[N:29])[C:25]([NH:40][C:37]4[CH:36]=[CH:35][C:34]([Cl:33])=[CH:39][N:38]=4)=[N:24]3)[CH:20]=[CH:21][CH:22]=1)[N:9]=[CH:8]2)([CH3:4])([CH3:3])[CH3:2]. The catalyst class is: 102. (8) Reactant: [CH3:1][C:2]1([CH3:32])[O:7][C:6](=[O:8])[CH:5]([C:9](=O)[C@@H:10]([NH:22][C:23](=[O:29])[O:24][C:25]([CH3:28])([CH3:27])[CH3:26])[CH2:11][C:12]2[CH:13]=[N:14][C:15]([C:18]([F:21])([F:20])[F:19])=[CH:16][CH:17]=2)[C:4](=[O:31])[O:3]1.CC(O)=O.[BH4-].[Na+]. Product: [CH3:1][C:2]1([CH3:32])[O:3][C:4](=[O:31])[CH:5]([CH2:9][C@@H:10]([NH:22][C:23](=[O:29])[O:24][C:25]([CH3:27])([CH3:26])[CH3:28])[CH2:11][C:12]2[CH:13]=[N:14][C:15]([C:18]([F:19])([F:20])[F:21])=[CH:16][CH:17]=2)[C:6](=[O:8])[O:7]1. The catalyst class is: 2. (9) Reactant: C([OH:3])C.Cl.[CH3:5][O:6][C:7]1[CH:8]=[C:9]([C:15]2[N:20]=[C:19]([C:21]([N:23]3[CH2:28][CH2:27][NH:26][CH2:25][CH2:24]3)=[O:22])[CH:18]=[CH:17][CH:16]=2)[CH:10]=[CH:11][C:12]=1[O:13][CH3:14].[Cl:29][C:30]1[N:35]=[C:34](Cl)[CH:33]=[CH:32][N:31]=1. Product: [OH2:3].[Cl:29][C:30]1[N:35]=[C:34]([N:26]2[CH2:25][CH2:24][N:23]([C:21]([C:19]3[CH:18]=[CH:17][CH:16]=[C:15]([C:9]4[CH:10]=[CH:11][C:12]([O:13][CH3:14])=[C:7]([O:6][CH3:5])[CH:8]=4)[N:20]=3)=[O:22])[CH2:28][CH2:27]2)[CH:33]=[CH:32][N:31]=1. The catalyst class is: 66.